This data is from Reaction yield outcomes from USPTO patents with 853,638 reactions. The task is: Predict the reaction yield, written as a fraction of the theoretical maximum amount of product (1.0 means a 100% yield; for example, 0.34 means a 34% yield). The reactants are [CH3:1][C:2]1[CH:3]=[CH:4][C:5]([N+:11]([O-:13])=[O:12])=[C:6]([CH:10]=1)[C:7]([OH:9])=[O:8].[CH3:14][NH2:15].CO. The catalyst is ClC1C=CC=CC=1.N(C(C)(C)C#N)=NC(C)(C)C#N. The product is [CH3:14][NH:15][CH2:1][C:2]1[CH:3]=[CH:4][C:5]([N+:11]([O-:13])=[O:12])=[C:6]([CH:10]=1)[C:7]([OH:9])=[O:8]. The yield is 0.520.